Dataset: Full USPTO retrosynthesis dataset with 1.9M reactions from patents (1976-2016). Task: Predict the reactants needed to synthesize the given product. (1) Given the product [CH3:4][C:5]1[N:6]=[C:7]([C@@H:25]([OH:27])[CH3:24])[N:1]([C:3]2[CH:4]=[C:5]([N:10]3[CH2:11][CH:12]([C:14]4[N:18]([CH3:19])[C:17]5[CH:20]=[CH:21][CH:22]=[CH:23][C:16]=5[N:15]=4)[CH2:13]3)[N:6]=[C:7]([CH3:9])[N:8]=2)[N:2]=1, predict the reactants needed to synthesize it. The reactants are: [NH:1]([C:3]1[N:8]=[C:7]([CH3:9])[N:6]=[C:5]([N:10]2[CH2:13][CH:12]([C:14]3[N:18]([CH3:19])[C:17]4[CH:20]=[CH:21][CH:22]=[CH:23][C:16]=4[N:15]=3)[CH2:11]2)[CH:4]=1)[NH2:2].[CH3:24][C:25]([OH:27])=O. (2) Given the product [CH3:12][O:1][C@H:2]1[O:10][CH2:9][C@H:7]([OH:8])[C@H:5]([OH:6])[C@H:3]1[OH:4], predict the reactants needed to synthesize it. The reactants are: [O:1]=[CH:2][C@@H:3]([C@H:5]([C@H:7]([CH2:9][OH:10])[OH:8])[OH:6])[OH:4].Cl.[C:12](=O)([O-])O.[Na+]. (3) Given the product [F:12][C:9]([F:10])([F:11])[C:7]1[CH:6]=[C:5]([C:13]2[S:14][C:15]([C:24]3[CH:29]=[C:28]([C:30]([F:31])([F:32])[F:33])[CH:27]=[C:26]([C:34]([F:37])([F:36])[F:35])[CH:25]=3)=[C:16]([NH2:21])[C:17]=2[NH2:18])[CH:4]=[C:3]([C:2]([F:39])([F:38])[F:1])[CH:8]=1, predict the reactants needed to synthesize it. The reactants are: [F:1][C:2]([F:39])([F:38])[C:3]1[CH:4]=[C:5]([C:13]2[S:14][C:15]([C:24]3[CH:29]=[C:28]([C:30]([F:33])([F:32])[F:31])[CH:27]=[C:26]([C:34]([F:37])([F:36])[F:35])[CH:25]=3)=[C:16]([N+:21]([O-])=O)[C:17]=2[N+:18]([O-])=O)[CH:6]=[C:7]([C:9]([F:12])([F:11])[F:10])[CH:8]=1.BrC1SC(Br)=C([N+]([O-])=O)C=1[N+]([O-])=O.FC(F)(F)C1C=C([Sn](CCCC)(CCCC)CCCC)C=C(C(F)(F)F)C=1.O.O.[Sn](Cl)Cl. (4) Given the product [C:8]1([C:4]2[CH:3]=[CH:2][CH:7]=[CH:6][CH:5]=2)[CH:13]=[CH:12][CH:11]=[C:10]([S:18]([NH2:21])(=[O:19])=[O:20])[CH:9]=1, predict the reactants needed to synthesize it. The reactants are: N[C:2]1[CH:3]=[C:4]([C:8]2[C:13](OC)=[C:12](C=O)[CH:11]=[C:10]([S:18]([NH2:21])(=[O:20])=[O:19])[CH:9]=2)[CH:5]=[CH:6][CH:7]=1.N1C=CC=C(CCC(Cl)=O)C=1.